This data is from Forward reaction prediction with 1.9M reactions from USPTO patents (1976-2016). The task is: Predict the product of the given reaction. (1) Given the reactants C([O:8][C:9]1[CH:14]=[CH:13][C:12]([C:15]#[C:16][C:17]2[CH:22]=[CH:21][C:20]([F:23])=[CH:19][CH:18]=2)=[CH:11][C:10]=1[N:24]1[S:28](=[O:30])(=[O:29])[NH:27][C:26](=[O:31])[CH2:25]1)C1C=CC=CC=1.B(Br)(Br)Br, predict the reaction product. The product is: [F:23][C:20]1[CH:21]=[CH:22][C:17]([C:16]#[C:15][C:12]2[CH:13]=[CH:14][C:9]([OH:8])=[C:10]([N:24]3[S:28](=[O:30])(=[O:29])[NH:27][C:26](=[O:31])[CH2:25]3)[CH:11]=2)=[CH:18][CH:19]=1. (2) Given the reactants [CH:1]1([C:6]2[C:15]3[C@@H:14]([OH:16])[CH2:13][C:12]([CH3:18])([CH3:17])[CH2:11][C:10]=3[N:9]=[C:8]([CH:19]([O:21][CH3:22])[CH3:20])[C:7]=2[C:23]2[C:24]([C:31]([F:34])([F:33])[F:32])=[CH:25][CH:26]=[C:27]([CH:29]=[O:30])[CH:28]=2)[CH2:5][CH2:4][CH2:3][CH2:2]1.N1C(C)=CC=CC=1C.[C:43]([Si:47](OS(C(F)(F)F)(=O)=O)([CH3:49])[CH3:48])([CH3:46])([CH3:45])[CH3:44], predict the reaction product. The product is: [C:43]([Si:47]([CH3:49])([CH3:48])[O:16][C@H:14]1[CH2:13][C:12]([CH3:17])([CH3:18])[CH2:11][C:10]2[N:9]=[C:8]([CH:19]([O:21][CH3:22])[CH3:20])[C:7]([C:23]3[C:24]([C:31]([F:34])([F:32])[F:33])=[CH:25][CH:26]=[C:27]([CH:29]=[O:30])[CH:28]=3)=[C:6]([CH:1]3[CH2:2][CH2:3][CH2:4][CH2:5]3)[C:15]1=2)([CH3:46])([CH3:45])[CH3:44]. (3) Given the reactants [Cl:1][C:2]1[CH:3]=[C:4]([CH:25]=[CH:26][C:27](O)=[O:28])[CH:5]=[N:6][C:7]=1[NH:8][CH:9]1[CH2:14][CH2:13][N:12]([C:15](=[O:24])[NH:16][C:17]2[CH:22]=[CH:21][C:20]([Cl:23])=[CH:19][CH:18]=2)[CH2:11][CH2:10]1.[O:30]1[CH2:35][CH2:34][CH2:33][CH2:32][CH:31]1[O:36][NH2:37].CCN=C=NCCCN(C)C.C1C=CC2N(O)N=NC=2C=1, predict the reaction product. The product is: [Cl:1][C:2]1[C:7]([NH:8][CH:9]2[CH2:14][CH2:13][N:12]([C:15]([NH:16][C:17]3[CH:18]=[CH:19][C:20]([Cl:23])=[CH:21][CH:22]=3)=[O:24])[CH2:11][CH2:10]2)=[N:6][CH:5]=[C:4](/[CH:25]=[CH:26]/[C:27](=[O:28])[NH:37][O:36][CH:31]2[CH2:32][CH2:33][CH2:34][CH2:35][O:30]2)[CH:3]=1. (4) Given the reactants [CH:1]1([CH2:4][C:5]([OH:7])=O)[CH2:3][CH2:2]1.C(N1C=CN=C1)(N1C=CN=C1)=O.Cl.[CH3:21][NH:22][O:23][CH3:24], predict the reaction product. The product is: [CH:1]1([CH2:4][C:5]([N:22]([O:23][CH3:24])[CH3:21])=[O:7])[CH2:3][CH2:2]1. (5) Given the reactants C1(C)C=CC(S(CC[O:12][C:13](=[O:52])[CH:14]([O:17][C:18]2[CH:23]=[CH:22][C:21]([S:24]([N:27]3[C:31]4[CH:32]=[CH:33][CH:34]=[CH:35][C:30]=4[N:29]=[C:28]3[S:36]([CH2:38][C:39]3[C:44]([CH3:45])=[C:43]([O:46][CH2:47][C:48]([F:51])([F:50])[F:49])[CH:42]=[CH:41][N:40]=3)=[O:37])(=[O:26])=[O:25])=[CH:20][CH:19]=2)[CH2:15][CH3:16])(=O)=O)=CC=1.C([O-])(O)=O.[Na+:58], predict the reaction product. The product is: [Na+:58].[CH3:45][C:44]1[C:39]([CH2:38][S:36]([C:28]2[N:27]([S:24]([C:21]3[CH:22]=[CH:23][C:18]([O:17][CH:14]([CH2:15][CH3:16])[C:13]([O-:52])=[O:12])=[CH:19][CH:20]=3)(=[O:25])=[O:26])[C:31]3[CH:32]=[CH:33][CH:34]=[CH:35][C:30]=3[N:29]=2)=[O:37])=[N:40][CH:41]=[CH:42][C:43]=1[O:46][CH2:47][C:48]([F:50])([F:49])[F:51]. (6) Given the reactants [CH2:1]([Si:3]([C:8]#[C:9][C@:10]1([CH2:32][O:33]CC2C=CC=CC=2)[O:14][C@@H:13]([N:15]2[CH:22]=[CH:21][C:19](=[O:20])[NH:18][C:16]2=[O:17])[C@H:12]([OH:23])[C@@H:11]1[O:24]CC1C=CC=CC=1)([CH2:6][CH3:7])[CH2:4][CH3:5])[CH3:2].B(Cl)(Cl)Cl.N1C=CC=CC=1.CO, predict the reaction product. The product is: [CH2:1]([Si:3]([C:8]#[C:9][C@:10]1([CH2:32][OH:33])[O:14][C@@H:13]([N:15]2[CH:22]=[CH:21][C:19](=[O:20])[NH:18][C:16]2=[O:17])[C@H:12]([OH:23])[C@@H:11]1[OH:24])([CH2:4][CH3:5])[CH2:6][CH3:7])[CH3:2].